Dataset: Forward reaction prediction with 1.9M reactions from USPTO patents (1976-2016). Task: Predict the product of the given reaction. (1) The product is: [CH3:1][N:32]1[CH2:31][CH2:30][N:29]([C:25]2[CH:26]=[CH:27][CH:28]=[C:23]([B:18]3[O:17][C:16]([CH3:35])([CH3:15])[C:20]([CH3:21])([CH3:22])[O:19]3)[CH:24]=2)[CH2:34][CH2:33]1. Given the reactants [C:1](O[BH-](OC(=O)C)OC(=O)C)(=O)C.[Na+].[CH3:15][C:16]1([CH3:35])[C:20]([CH3:22])([CH3:21])[O:19][B:18]([C:23]2[CH:24]=[C:25]([N:29]3[CH2:34][CH2:33][NH:32][CH2:31][CH2:30]3)[CH:26]=[CH:27][CH:28]=2)[O:17]1.C=O, predict the reaction product. (2) Given the reactants CCCC[N+](CCCC)(CCCC)CCCC.[F-].C(OC(=O)[NH:23][C:24]1[C:25]([C:32]#[C:33][Si](C)(C)C)=[N:26][CH:27]=[CH:28][C:29]=1[O:30][CH3:31])C, predict the reaction product. The product is: [CH3:31][O:30][C:29]1[CH:28]=[CH:27][N:26]=[C:25]2[CH:32]=[CH:33][NH:23][C:24]=12. (3) Given the reactants C[O:2][C:3](=[O:30])[CH:4]([N:11]([S:13]([C:16]1[CH:21]=[CH:20][C:19]([C:22]2[CH:27]=[CH:26][C:25]([O:28][CH3:29])=[CH:24][CH:23]=2)=[CH:18][CH:17]=1)(=[O:15])=[O:14])[CH3:12])[CH:5]1[CH2:10][CH2:9][O:8][CH2:7][CH2:6]1.COC(=O)C(NS(C1C=CC(C2C=CC(OC)=CC=2)=CC=1)(=O)=O)C1CCOCC1.C(=O)([O-])[O-].[Cs+].[Cs+].CI, predict the reaction product. The product is: [CH3:29][O:28][C:25]1[CH:24]=[CH:23][C:22]([C:19]2[CH:18]=[CH:17][C:16]([S:13]([N:11]([CH:4]([CH:5]3[CH2:6][CH2:7][O:8][CH2:9][CH2:10]3)[C:3]([OH:30])=[O:2])[CH3:12])(=[O:15])=[O:14])=[CH:21][CH:20]=2)=[CH:27][CH:26]=1. (4) Given the reactants [NH2:1][C:2]1[CH:3]=[C:4]([C:8]2[S:12][C:11]([C:13]3[CH:14]=[C:15]4[C:19](=[CH:20][CH:21]=3)[C:18](=[O:22])[N:17]([CH3:23])[CH2:16]4)=[CH:10][CH:9]=2)[CH:5]=[N:6][CH:7]=1.[C:24]1([CH3:34])[CH:29]=[CH:28][CH:27]=[C:26]([S:30](Cl)(=[O:32])=[O:31])[CH:25]=1, predict the reaction product. The product is: [CH3:34][C:24]1[CH:25]=[C:26]([S:30]([NH:1][C:2]2[CH:7]=[N:6][CH:5]=[C:4]([C:8]3[S:12][C:11]([C:13]4[CH:14]=[C:15]5[C:19](=[CH:20][CH:21]=4)[C:18](=[O:22])[N:17]([CH3:23])[CH2:16]5)=[CH:10][CH:9]=3)[CH:3]=2)(=[O:32])=[O:31])[CH:27]=[CH:28][CH:29]=1. (5) Given the reactants [C:1]1([CH2:7][C:8](=[O:16])[CH2:9]P(=O)(OC)OC)[CH:6]=[CH:5][CH:4]=[CH:3][CH:2]=1.[H-].[Na+].[C:19]([CH2:21][CH2:22][CH2:23][CH2:24][CH2:25][CH2:26][N:27]1[C@@H:31]([CH:32]=O)[CH2:30][N:29]([C:34]([O:36][CH2:37][C:38]2[CH:43]=[CH:42][CH:41]=[CH:40][CH:39]=2)=[O:35])[C:28]1=[O:44])#[N:20].[Cl-].[NH4+], predict the reaction product. The product is: [C:19]([CH2:21][CH2:22][CH2:23][CH2:24][CH2:25][CH2:26][N:27]1[C@@H:31](/[CH:32]=[CH:9]/[C:8](=[O:16])[CH2:7][C:1]2[CH:2]=[CH:3][CH:4]=[CH:5][CH:6]=2)[CH2:30][N:29]([C:34]([O:36][CH2:37][C:38]2[CH:39]=[CH:40][CH:41]=[CH:42][CH:43]=2)=[O:35])[C:28]1=[O:44])#[N:20]. (6) The product is: [CH2:11]([O:13][P:14]([CH:19]=[CH:7][C:6]1[CH:9]=[C:2]([Cl:1])[CH:3]=[CH:4][C:5]=1[OH:10])(=[O:18])[O:15][CH2:16][CH3:17])[CH3:12]. Given the reactants [Cl:1][C:2]1[CH:3]=[CH:4][C:5]([OH:10])=[C:6]([CH:9]=1)[CH:7]=O.[CH2:11]([O:13][P:14]([CH2:19]P(OCC)(OCC)=O)(=[O:18])[O:15][CH2:16][CH3:17])[CH3:12].[OH-].[Na+].Cl, predict the reaction product. (7) Given the reactants [Br:1][C:2]1[CH:3]=[C:4]([CH:8]=[C:9]([OH:11])[CH:10]=1)[C:5]([OH:7])=[O:6].C(=O)([O-])[O-].[K+].[K+].[CH2:18](Br)[C:19]1[CH:24]=[CH:23][CH:22]=[CH:21][CH:20]=1, predict the reaction product. The product is: [Br:1][C:2]1[CH:3]=[C:4]([CH:8]=[C:9]([OH:11])[CH:10]=1)[C:5]([O:7][CH2:18][C:19]1[CH:24]=[CH:23][CH:22]=[CH:21][CH:20]=1)=[O:6].